Dataset: Forward reaction prediction with 1.9M reactions from USPTO patents (1976-2016). Task: Predict the product of the given reaction. (1) Given the reactants CC[C@H]1[C@H]2C[C@H]([C@H](OC3C4C(=CC=CC=4)C(O[C@H](C4C=CN=C5C=4C=C(OC)C=C5)[C@@H]4N5C[C@H](CC)[C@@H](CC5)C4)=NN=3)C3C=CN=C4C=3C=[C:15]([O:22]C)C=C4)N(CC2)C1.[C:59]([O:66][C:67]([CH3:70])([CH3:69])[CH3:68])(=[O:65])CCCC=C.CCOC(C)=O.S(S([O-])=O)([O-])(=O)=O.[Na+].[Na+].O.[CH2:87]([OH:91])[CH2:88][CH2:89][CH3:90], predict the reaction product. The product is: [OH:91][C@H:87]([CH2:15][OH:22])[CH2:88][CH2:89][CH2:90][C:59]([O:66][C:67]([CH3:70])([CH3:69])[CH3:68])=[O:65]. (2) Given the reactants [I:1][C:2]1[C:3](=[O:22])[C:4]2[CH:5]=[CH:6][N:7]3[C:20](=[O:21])[NH:19][N:18]=[C:8]3[C:9]=2[O:10][C:11]=1[C:12]1[CH:17]=[CH:16][CH:15]=[CH:14][CH:13]=1.[C:23](=O)([O-])[O-].[Cs+].[Cs+].IC, predict the reaction product. The product is: [I:1][C:2]1[C:3](=[O:22])[C:4]2[CH:5]=[CH:6][N:7]3[C:20](=[O:21])[N:19]([CH3:23])[N:18]=[C:8]3[C:9]=2[O:10][C:11]=1[C:12]1[CH:13]=[CH:14][CH:15]=[CH:16][CH:17]=1. (3) Given the reactants [C:1]([N:4]1[C:12]2[C:7](=[CH:8][C:9]([O:44][CH3:45])=[C:10]([NH:13][C:14]3[N:15]=[C:16]([NH:33][C:34]4[CH:42]=[CH:41][CH:40]=[C:39]([F:43])[C:35]=4[C:36]([NH2:38])=[O:37])[C:17]4[CH:22]=[CH:21][N:20](S(C5C=CC(C)=CC=5)(=O)=O)[C:18]=4[N:19]=3)[CH:11]=2)[CH2:6][CH2:5]1)(=[O:3])[CH3:2].C[O-].[Na+].[Na+].[Cl-], predict the reaction product. The product is: [C:1]([N:4]1[C:12]2[C:7](=[CH:8][C:9]([O:44][CH3:45])=[C:10]([NH:13][C:14]3[NH:19][C:18]4=[N:20][CH:21]=[CH:22][C:17]4=[C:16]([NH:33][C:34]4[CH:42]=[CH:41][CH:40]=[C:39]([F:43])[C:35]=4[C:36]([NH2:38])=[O:37])[N:15]=3)[CH:11]=2)[CH2:6][CH2:5]1)(=[O:3])[CH3:2]. (4) Given the reactants Cl[C:2]1[N:10]=[C:9]([Cl:11])[CH:8]=[C:7]([Cl:12])[C:3]=1[C:4]([NH2:6])=[O:5].[NH3:13], predict the reaction product. The product is: [NH2:13][C:2]1[N:10]=[C:9]([Cl:11])[CH:8]=[C:7]([Cl:12])[C:3]=1[C:4]([NH2:6])=[O:5]. (5) Given the reactants [F:1][CH:2]([F:13])[CH2:3][O:4][C:5]1[CH:12]=[CH:11][C:8]([CH:9]=[O:10])=[CH:7][CH:6]=1.O.O.P([O-])(O)(O)=[O:17].[Na+].CC(=CC)C.Cl([O-])=O.[Na+].[Cl-].[NH4+], predict the reaction product. The product is: [F:1][CH:2]([F:13])[CH2:3][O:4][C:5]1[CH:12]=[CH:11][C:8]([C:9]([OH:17])=[O:10])=[CH:7][CH:6]=1. (6) Given the reactants I[C:2]1[CH:7]=[C:6]([CH:8]([CH3:10])[CH3:9])[N:5]=[C:4]([CH:11]([CH3:13])[CH3:12])[C:3]=1[O:14][CH2:15][O:16][CH3:17].C([Sn](CCCC)(CCCC)[C:23]([O:25][CH2:26][CH3:27])=[CH2:24])CCC, predict the reaction product. The product is: [CH2:26]([O:25][C:23]([C:2]1[CH:7]=[C:6]([CH:8]([CH3:10])[CH3:9])[N:5]=[C:4]([CH:11]([CH3:13])[CH3:12])[C:3]=1[O:14][CH2:15][O:16][CH3:17])=[CH2:24])[CH3:27]. (7) Given the reactants [C:1]([C:3]1[CH:8]=[CH:7][C:6]([CH:9](O)[CH2:10][S:11][C:12]2[NH:16][C:15]([C:17]([O:19][CH2:20][CH3:21])=[O:18])=[CH:14][N:13]=2)=[CH:5][C:4]=1[F:23])#[N:2].C(N(CC)C(C)C)(C)C.C(OC(OC(C)(C)C)=O)(OC(C)(C)C)=O.CS(OS(C)(=O)=O)(=O)=O.C(=O)(O)[O-].[Na+], predict the reaction product. The product is: [C:1]([C:3]1[CH:8]=[CH:7][C:6]([CH:9]2[CH2:10][S:11][C:12]3=[N:13][CH:14]=[C:15]([C:17]([O:19][CH2:20][CH3:21])=[O:18])[N:16]23)=[CH:5][C:4]=1[F:23])#[N:2]. (8) Given the reactants [C:1]([O:5][C:6]([NH:8][CH:9]([CH2:13][C:14]([F:17])([F:16])[F:15])[C:10](O)=[O:11])=[O:7])([CH3:4])([CH3:3])[CH3:2].C1C=C2[N:24]=NN(O)C2=CC=1.O.C(Cl)CCl.[NH4+].[OH-], predict the reaction product. The product is: [NH2:24][C:10](=[O:11])[CH:9]([NH:8][C:6](=[O:7])[O:5][C:1]([CH3:4])([CH3:3])[CH3:2])[CH2:13][C:14]([F:17])([F:16])[F:15].